From a dataset of Forward reaction prediction with 1.9M reactions from USPTO patents (1976-2016). Predict the product of the given reaction. (1) Given the reactants [C@@H:1]1([N:10]2[C:19]3[N:18]=[CH:17][N:16]=[C:14]([OH:15])[C:13]=3[N:12]=[CH:11]2)[O:9][C@H:6]([CH2:7][OH:8])[C@@H:4]([OH:5])[C@H:2]1[OH:3].[O-:20][P:21]([O:20][P:21]([O:20][P:21]([O-])([O-:23])=[O:22])([O-:23])=[O:22])([O-:23])=[O:22].[Na+].[Na+].[Na+].[Na+].[Na+].C1(OP([O-])([O-])=O)C=CC=CC=1.[Na+].[Na+].P([O-])([O-])(OC(=O)N)=O.[Na+].[Na+], predict the reaction product. The product is: [C@@H:1]1([N:10]2[C:19]3[N:18]=[CH:17][N:16]=[C:14]([OH:15])[C:13]=3[N:12]=[CH:11]2)[O:9][C@H:6]([CH2:7][O:8][P:21]([OH:23])([OH:22])=[O:20])[C@@H:4]([OH:5])[C@H:2]1[OH:3]. (2) Given the reactants [F:1][C:2]1[CH:7]=[CH:6][C:5]([C:8]2[N:13]3[N:14]=[C:15]([NH2:17])[N:16]=[C:12]3[CH:11]=[N:10][CH:9]=2)=[CH:4][CH:3]=1.[CH3:18][C:19]1[N:23]=[C:22]([N:24]2[CH2:29][CH2:28][C:27](=O)[CH2:26][CH2:25]2)[S:21][N:20]=1, predict the reaction product. The product is: [F:1][C:2]1[CH:7]=[CH:6][C:5]([C:8]2[N:13]3[N:14]=[C:15]([NH:17][CH:27]4[CH2:26][CH2:25][N:24]([C:22]5[S:21][N:20]=[C:19]([CH3:18])[N:23]=5)[CH2:29][CH2:28]4)[N:16]=[C:12]3[CH:11]=[N:10][CH:9]=2)=[CH:4][CH:3]=1. (3) The product is: [C:1]([O:5][C:6]([N:8]([C:13]1[CH:14]=[C:15]([CH:23]=[CH:24][C:25]=1[O:26][CH3:27])[C:16]([O:18][CH2:19][C:20]([O:22][C@H:36]([C:38]1[CH:43]=[CH:42][C:41]([O:44][CH:45]([F:46])[F:47])=[C:40]([O:48][CH2:49][CH:50]2[CH2:51][CH2:52]2)[CH:39]=1)[CH2:35][C:34]1[C:33]([Cl:53])=[CH:32][N+:31]([O-:54])=[CH:30][C:29]=1[Cl:28])=[O:21])=[O:17])[S:9]([CH3:12])(=[O:11])=[O:10])=[O:7])([CH3:4])([CH3:3])[CH3:2]. Given the reactants [C:1]([O:5][C:6]([N:8]([C:13]1[CH:14]=[C:15]([CH:23]=[CH:24][C:25]=1[O:26][CH3:27])[C:16]([O:18][CH2:19][C:20]([OH:22])=[O:21])=[O:17])[S:9]([CH3:12])(=[O:11])=[O:10])=[O:7])([CH3:4])([CH3:3])[CH3:2].[Cl:28][C:29]1[CH:30]=[N+:31]([O-:54])[CH:32]=[C:33]([Cl:53])[C:34]=1[CH2:35][C@@H:36]([C:38]1[CH:43]=[CH:42][C:41]([O:44][CH:45]([F:47])[F:46])=[C:40]([O:48][CH2:49][CH:50]2[CH2:52][CH2:51]2)[CH:39]=1)O.C(Cl)CCl, predict the reaction product.